This data is from Full USPTO retrosynthesis dataset with 1.9M reactions from patents (1976-2016). The task is: Predict the reactants needed to synthesize the given product. Given the product [O:17]1[CH2:21][CH2:20][CH2:19][N:18]1[C:6]1[CH:5]=[C:4]([Cl:11])[C:3]([S:12]([NH2:24])(=[O:14])=[O:13])=[C:2]([Cl:1])[C:7]=1[N+:8]([O-:10])=[O:9], predict the reactants needed to synthesize it. The reactants are: [Cl:1][C:2]1[C:7]([N+:8]([O-:10])=[O:9])=[CH:6][CH:5]=[C:4]([Cl:11])[C:3]=1[S:12](Cl)(=[O:14])=[O:13].Cl.[O:17]1[CH2:21][CH2:20][CH2:19][NH:18]1.C([N:24](CC)CC)C.